This data is from CYP2D6 inhibition data for predicting drug metabolism from PubChem BioAssay. The task is: Regression/Classification. Given a drug SMILES string, predict its absorption, distribution, metabolism, or excretion properties. Task type varies by dataset: regression for continuous measurements (e.g., permeability, clearance, half-life) or binary classification for categorical outcomes (e.g., BBB penetration, CYP inhibition). Dataset: cyp2d6_veith. The drug is CN(C)CCCn1cc(C2=C(c3c[nH]c4ccccc34)C(=O)NC2=O)c2ccccc21. The result is 0 (non-inhibitor).